This data is from Forward reaction prediction with 1.9M reactions from USPTO patents (1976-2016). The task is: Predict the product of the given reaction. (1) Given the reactants CO[C:3](=[O:29])[CH:4]=[CH:5][C:6]1[CH:11]=[C:10]([NH:12][C:13]([C:15]2[CH:16]=[N:17][CH:18]=[CH:19][CH:20]=2)=[O:14])[CH:9]=[CH:8][C:7]=1[O:21][C:22]1[CH:27]=[CH:26][C:25]([F:28])=[CH:24][CH:23]=1.[NH2:30][OH:31].O.[OH-].[Na+], predict the reaction product. The product is: [F:28][C:25]1[CH:24]=[CH:23][C:22]([O:21][C:7]2[CH:8]=[CH:9][C:10]([NH:12][C:13](=[O:14])[C:15]3[CH:20]=[CH:19][CH:18]=[N:17][CH:16]=3)=[CH:11][C:6]=2/[CH:5]=[CH:4]/[C:3]([NH:30][OH:31])=[O:29])=[CH:27][CH:26]=1. (2) Given the reactants [C:1]([C:4]1[CH:9]=[CH:8][CH:7]=[CH:6][C:5]=1[S:10][C:11]1[CH:19]=[CH:18][C:14]([C:15]([OH:17])=[O:16])=[CH:13][C:12]=1[N+:20]([O-])=O)([OH:3])=[O:2], predict the reaction product. The product is: [NH2:20][C:12]1[CH:13]=[C:14]([CH:18]=[CH:19][C:11]=1[S:10][C:5]1[CH:6]=[CH:7][CH:8]=[CH:9][C:4]=1[C:1]([OH:3])=[O:2])[C:15]([OH:17])=[O:16]. (3) Given the reactants [O:1]=[C:2]1[CH2:11][CH2:10][CH2:9][C:8]2[CH:7]=[C:6](OS(C(F)(F)F)(=O)=O)[CH:5]=[CH:4][C:3]1=2.[CH3:20][N:21]1[CH:25]=[CH:24][CH:23]=[C:22]1[C:26]#[N:27], predict the reaction product. The product is: [CH3:20][N:21]1[C:25]([C:6]2[CH:5]=[CH:4][C:3]3[C:2](=[O:1])[CH2:11][CH2:10][CH2:9][C:8]=3[CH:7]=2)=[CH:24][CH:23]=[C:22]1[C:26]#[N:27].